Dataset: Catalyst prediction with 721,799 reactions and 888 catalyst types from USPTO. Task: Predict which catalyst facilitates the given reaction. (1) Reactant: N#N.Br[C:4]1[CH:5]=[C:6]([C:10]2([CH3:15])[O:14][CH2:13][CH2:12][O:11]2)[CH:7]=[CH:8][CH:9]=1.C(P(C(C)(C)C)C1C=CC=CC=1C1C=CC=CC=1C)(C)(C)C.O.P([O-])([O-])([O-])=O.[K+].[K+].[K+].[C:47]([O:53][CH2:54][CH3:55])(=[O:52])[CH2:48]C(C)=O. Product: [CH2:54]([O:53][C:47](=[O:52])[CH2:48][C:4]1[CH:9]=[CH:8][CH:7]=[C:6]([C:10]2([CH3:15])[O:14][CH2:13][CH2:12][O:11]2)[CH:5]=1)[CH3:55]. The catalyst class is: 493. (2) The catalyst class is: 4. Reactant: [C:1]([CH2:3][CH2:4][O:5][CH2:6][O:7][CH2:8][O:9][C@@H:10]1[C@H:14]([OH:15])[C@@H:13]([CH2:16][OH:17])[O:12][C@H:11]1[N:18]1[CH:25]=[CH:24][C:22](=[O:23])[NH:21][C:19]1=[O:20])#[N:2].N1C=CC=CC=1.[CH3:32][O:33][C:34]1[CH:55]=[CH:54][C:37]([C:38](Cl)([C:47]2[CH:52]=[CH:51][CH:50]=[CH:49][CH:48]=2)[C:39]2[CH:44]=[CH:43][C:42]([O:45][CH3:46])=[CH:41][CH:40]=2)=[CH:36][CH:35]=1. Product: [CH3:46][O:45][C:42]1[CH:41]=[CH:40][C:39]([C:38]([O:17][CH2:16][C@H:13]2[O:12][C@@H:11]([N:18]3[CH:25]=[CH:24][C:22](=[O:23])[NH:21][C:19]3=[O:20])[C@H:10]([O:9][CH2:8][O:7][CH2:6][O:5][CH2:4][CH2:3][C:1]#[N:2])[C@@H:14]2[OH:15])([C:47]2[CH:48]=[CH:49][CH:50]=[CH:51][CH:52]=2)[C:37]2[CH:54]=[CH:55][C:34]([O:33][CH3:32])=[CH:35][CH:36]=2)=[CH:44][CH:43]=1.